From a dataset of Reaction yield outcomes from USPTO patents with 853,638 reactions. Predict the reaction yield, written as a fraction of the theoretical maximum amount of product (1.0 means a 100% yield; for example, 0.34 means a 34% yield). (1) The reactants are [CH3:1][O:2][C:3](=[O:15])[C:4]1[C:5](=[C:10](I)[CH:11]=[CH:12][CH:13]=1)[C:6]([O:8][CH3:9])=[O:7].[CH3:16][N:17]([CH3:30])[CH2:18][CH2:19][O:20][C:21]1[CH:26]=[C:25]([O:27][CH3:28])[CH:24]=[CH:23][C:22]=1[NH2:29].C1C=CC(P(C2C(C3C(P(C4C=CC=CC=4)C4C=CC=CC=4)=CC=C4C=3C=CC=C4)=C3C(C=CC=C3)=CC=2)C2C=CC=CC=2)=CC=1.C(=O)([O-])[O-].[Cs+].[Cs+]. The catalyst is C1(C)C=CC=CC=1.C(Cl)Cl.C1C=CC(/C=C/C(/C=C/C2C=CC=CC=2)=O)=CC=1.C1C=CC(/C=C/C(/C=C/C2C=CC=CC=2)=O)=CC=1.C1C=CC(/C=C/C(/C=C/C2C=CC=CC=2)=O)=CC=1.[Pd].[Pd]. The product is [CH3:1][O:2][C:3](=[O:15])[C:4]1[C:5](=[C:10]([NH:29][C:22]2[CH:23]=[CH:24][C:25]([O:27][CH3:28])=[CH:26][C:21]=2[O:20][CH2:19][CH2:18][N:17]([CH3:16])[CH3:30])[CH:11]=[CH:12][CH:13]=1)[C:6]([O:8][CH3:9])=[O:7]. The yield is 0.200. (2) The reactants are [C:1]([C:3]1[C:4](C)([OH:10])[NH:5][CH:6]=[CH:7][C:8]=1[CH3:9])#[N:2].[CH3:12]O. The catalyst is [Ni].N. The product is [NH2:2][CH2:1][C:3]1[C:4](=[O:10])[NH:5][C:6]([CH3:12])=[CH:7][C:8]=1[CH3:9]. The yield is 1.00. (3) The product is [Cl:15][C:16]1[N:17]=[C:18]([CH3:23])[N:19]=[C:20]([N:1]2[CH2:4][CH:3]([C:5]3[N:9]([CH3:10])[C:8]4[CH:11]=[CH:12][CH:13]=[CH:14][C:7]=4[N:6]=3)[CH2:2]2)[CH:21]=1. The catalyst is CC(N(C)C)=O.CCOC(C)=O. The reactants are [NH:1]1[CH2:4][CH:3]([C:5]2[N:9]([CH3:10])[C:8]3[CH:11]=[CH:12][CH:13]=[CH:14][C:7]=3[N:6]=2)[CH2:2]1.[Cl:15][C:16]1[CH:21]=[C:20](Cl)[N:19]=[C:18]([CH3:23])[N:17]=1.C([O-])([O-])=O.[Cs+].[Cs+]. The yield is 0.740. (4) The reactants are [NH2:1][C:2]1[NH:6][N:5]=[CH:4][C:3]=1[C:7]([OH:9])=[O:8].[O-]CC.[Na+].CN1[CH:22]=[CH:21][C:19](=[O:20])N(C)C1=O.Cl. The catalyst is C(O)C. The product is [O:20]=[C:19]1[CH:21]=[CH:22][N:6]2[N:5]=[CH:4][C:3]([C:7]([OH:9])=[O:8])=[C:2]2[NH:1]1. The yield is 0.580. (5) The reactants are [Br:1][C:2]1[CH:7]=[CH:6][CH:5]=[C:4]([CH2:8]Br)[C:3]=1[O:10][CH3:11].[C:12]([NH2:23])(=[O:22])[C:13]1[C:14](=[CH:18][CH:19]=[CH:20][CH:21]=1)[C:15](N)=[O:16].[K]. The catalyst is CN(C=O)C. The product is [Br:1][C:2]1[C:3]([O:10][CH3:11])=[C:4]([CH2:8][N:23]2[C:12](=[O:22])[C:13]3[C:14](=[CH:18][CH:19]=[CH:20][CH:21]=3)[C:15]2=[O:16])[CH:5]=[CH:6][CH:7]=1. The yield is 0.521. (6) The reactants are [N:1]1[CH:6]=[CH:5][CH:4]=[N:3][C:2]=1[C:7]1[CH:14]=[CH:13][C:10]([CH:11]=O)=[CH:9][CH:8]=1.[Br-].[O:16]1CCO[CH:17]1[CH2:21][P+](C1C=CC=CC=1)(C1C=CC=CC=1)C1C=CC=CC=1.COCCOCCN(CCOCCOC)CCOCCOC. The catalyst is ClCCl.C([O-])([O-])=O.[K+].[K+]. The product is [N:1]1[CH:6]=[CH:5][CH:4]=[N:3][C:2]=1[C:7]1[CH:14]=[CH:13][C:10]([CH:11]=[CH:21][CH:17]=[O:16])=[CH:9][CH:8]=1. The yield is 0.570. (7) The reactants are [CH2:1]([CH:8]1[CH2:13][CH2:12][NH:11][CH2:10][CH2:9]1)[C:2]1[CH:7]=[CH:6][CH:5]=[CH:4][CH:3]=1.[C:14]([C:18]1[CH:23]=[CH:22][C:21]([C:24](=[O:29])[CH2:25][CH2:26][CH2:27]Cl)=[CH:20][CH:19]=1)([CH3:17])([CH3:16])[CH3:15].C(#N)C. The catalyst is C([O-])(O)=O.[Na+]. The product is [CH2:1]([CH:8]1[CH2:13][CH2:12][N:11]([CH2:27][CH2:26][CH2:25][C:24]([C:21]2[CH:20]=[CH:19][C:18]([C:14]([CH3:15])([CH3:17])[CH3:16])=[CH:23][CH:22]=2)=[O:29])[CH2:10][CH2:9]1)[C:2]1[CH:7]=[CH:6][CH:5]=[CH:4][CH:3]=1. The yield is 0.540.